The task is: Predict the reaction yield, written as a fraction of the theoretical maximum amount of product (1.0 means a 100% yield; for example, 0.34 means a 34% yield).. This data is from Reaction yield outcomes from USPTO patents with 853,638 reactions. The reactants are [C:1]([C:4]1[C:8]([CH3:9])=[C:7](Br)[O:6][C:5]=1[CH3:11])(=[O:3])[CH3:2].O.C([O-])(O)=O.[Na+].[N:18]1[CH:23]=[CH:22][C:21](B(O)O)=[CH:20][CH:19]=1. The catalyst is C(COC)OC.C1C=CC(P(C2C=CC=CC=2)C2C=CC=CC=2)=CC=1.C1C=CC(P(C2C=CC=CC=2)C2C=CC=CC=2)=CC=1.Cl[Pd]Cl. The product is [C:1]([C:4]1[C:8]([CH3:9])=[C:7]([C:21]2[CH:22]=[CH:23][N:18]=[CH:19][CH:20]=2)[O:6][C:5]=1[CH3:11])(=[O:3])[CH3:2]. The yield is 0.310.